This data is from Retrosynthesis with 50K atom-mapped reactions and 10 reaction types from USPTO. The task is: Predict the reactants needed to synthesize the given product. Given the product COc1ccc(Cl)c(C=O)c1F, predict the reactants needed to synthesize it. The reactants are: CN(C)C=O.COc1ccc(Cl)cc1F.